Dataset: Full USPTO retrosynthesis dataset with 1.9M reactions from patents (1976-2016). Task: Predict the reactants needed to synthesize the given product. (1) Given the product [F:24][C:18]1[CH:19]=[CH:20][CH:21]=[C:22]2[C:17]=1[NH:16][C:15](=[O:25])[N:14]([CH:11]1[CH2:12][CH2:13][NH:8][CH2:9][CH2:10]1)[CH2:23]2, predict the reactants needed to synthesize it. The reactants are: C([N:8]1[CH2:13][CH2:12][CH:11]([N:14]2[CH2:23][C:22]3[C:17](=[C:18]([F:24])[CH:19]=[CH:20][CH:21]=3)[NH:16][C:15]2=[O:25])[CH2:10][CH2:9]1)C1C=CC=CC=1. (2) Given the product [CH2:1]([N:8]1[C:16]2[C:11](=[CH:12][C:13]([NH:17][C:18]3[N:27]=[CH:26][C:25]([Cl:28])=[CH:24][C:19]=3[C:20]([OH:22])=[O:21])=[CH:14][CH:15]=2)[CH:10]=[CH:9]1)[C:2]1[CH:7]=[CH:6][CH:5]=[CH:4][CH:3]=1, predict the reactants needed to synthesize it. The reactants are: [CH2:1]([N:8]1[C:16]2[C:11](=[CH:12][C:13]([NH:17][C:18]3[N:27]=[CH:26][C:25]([Cl:28])=[CH:24][C:19]=3[C:20]([O:22]C)=[O:21])=[CH:14][CH:15]=2)[CH:10]=[CH:9]1)[C:2]1[CH:7]=[CH:6][CH:5]=[CH:4][CH:3]=1.[OH-].[Na+].O1CCCC1.Cl. (3) Given the product [CH3:4][S:3][C:7]1[CH:8]=[CH:9][C:10]([N+:13]([O-:15])=[O:14])=[N:11][CH:12]=1, predict the reactants needed to synthesize it. The reactants are: CO.[S-2:3].[CH3:4][Na].Cl[C:7]1[CH:8]=[CH:9][C:10]([N+:13]([O-:15])=[O:14])=[N:11][CH:12]=1. (4) Given the product [Br:14][C:15]1[CH:20]=[CH:19][CH:18]=[C:17]([Cl:21])[C:16]=1[CH2:22][CH:2]([C:3]([O:5][CH2:6][CH3:7])=[O:4])[C:1]([O:9][CH2:10][CH3:11])=[O:8], predict the reactants needed to synthesize it. The reactants are: [C:1]([O:9][CH2:10][CH3:11])(=[O:8])[CH2:2][C:3]([O:5][CH2:6][CH3:7])=[O:4].[H-].[Na+].[Br:14][C:15]1[CH:20]=[CH:19][CH:18]=[C:17]([Cl:21])[C:16]=1[CH2:22]Br.[NH4+].[Cl-].